Dataset: NCI-60 drug combinations with 297,098 pairs across 59 cell lines. Task: Regression. Given two drug SMILES strings and cell line genomic features, predict the synergy score measuring deviation from expected non-interaction effect. Drug 1: C1CN1P(=S)(N2CC2)N3CC3. Drug 2: C1CC(C1)(C(=O)O)C(=O)O.[NH2-].[NH2-].[Pt+2]. Cell line: SK-MEL-28. Synergy scores: CSS=7.99, Synergy_ZIP=-5.60, Synergy_Bliss=-3.03, Synergy_Loewe=-0.200, Synergy_HSA=0.0876.